Dataset: Forward reaction prediction with 1.9M reactions from USPTO patents (1976-2016). Task: Predict the product of the given reaction. (1) Given the reactants [NH2:1][C:2]1[CH:3]=[CH:4][C:5]([CH3:12])=[C:6]([CH:11]=1)[C:7]([O:9][CH3:10])=[O:8].[C:13]([C:15]([C:18]1[CH:19]=[C:20]([CH:24]=[CH:25][CH:26]=1)[C:21](O)=[O:22])([CH3:17])[CH3:16])#[N:14].C(N(CC)C(C)C)(C)C.CN(C(ON1N=NC2C=CC=NC1=2)=[N+](C)C)C.F[P-](F)(F)(F)(F)F, predict the reaction product. The product is: [C:13]([C:15]([C:18]1[CH:19]=[C:20]([CH:24]=[CH:25][CH:26]=1)[C:21]([NH:1][C:2]1[CH:3]=[CH:4][C:5]([CH3:12])=[C:6]([CH:11]=1)[C:7]([O:9][CH3:10])=[O:8])=[O:22])([CH3:17])[CH3:16])#[N:14]. (2) Given the reactants I[C:2]1[CH:8]=[CH:7][C:5]([NH2:6])=[CH:4][CH:3]=1.[C:9]([C:11]1[CH:16]=[CH:15][C:14]([CH2:17][CH2:18][CH2:19][CH2:20][CH2:21][CH3:22])=[CH:13][CH:12]=1)#[CH:10], predict the reaction product. The product is: [CH2:17]([C:14]1[CH:13]=[CH:12][C:11]([C:9]#[C:10][C:2]2[CH:8]=[CH:7][C:5]([NH2:6])=[CH:4][CH:3]=2)=[CH:16][CH:15]=1)[CH2:18][CH2:19][CH2:20][CH2:21][CH3:22]. (3) The product is: [F:1][C:2]1[CH:3]=[C:4]2[C:5]([CH:6]=[CH:12][C:11](=[O:13])[O:10]2)=[CH:8][CH:9]=1. Given the reactants [F:1][C:2]1[CH:9]=[CH:8][C:5]([CH:6]=O)=[C:4]([OH:10])[CH:3]=1.[C:11](OC(=O)C)(=[O:13])[CH3:12].C(N(CC)CC)C, predict the reaction product. (4) Given the reactants Cl.[NH2:2][C:3]1[C:12]2=[N:13][N:14]([CH2:26][CH2:27][CH3:28])[C:15]([CH2:16][CH2:17][NH:18]C(=O)OC(C)(C)C)=[C:11]2[C:10]2[CH:9]=[CH:8][CH:7]=[N:6][C:5]=2[N:4]=1, predict the reaction product. The product is: [NH2:18][CH2:17][CH2:16][C:15]1[N:14]([CH2:26][CH2:27][CH3:28])[N:13]=[C:12]2[C:11]=1[C:10]1[CH:9]=[CH:8][CH:7]=[N:6][C:5]=1[N:4]=[C:3]2[NH2:2]. (5) Given the reactants [NH2:1][C:2]1[N:10]=[CH:9][N:8]=[C:7]2[C:3]=1[N:4]([C:19]1[CH:24]=[CH:23][C:22]([O:25][C:26]3[CH:31]=[CH:30][CH:29]=[CH:28][CH:27]=3)=[CH:21][CH:20]=1)[C:5](=[O:18])[N:6]2[C:11]1[CH:16]=[CH:15][CH:14]=[C:13]([NH2:17])[CH:12]=1.[Br:32][CH2:33]/[CH:34]=[CH:35]/[C:36](Cl)=[O:37], predict the reaction product. The product is: [NH2:1][C:2]1[N:10]=[CH:9][N:8]=[C:7]2[C:3]=1[N:4]([C:19]1[CH:24]=[CH:23][C:22]([O:25][C:26]3[CH:27]=[CH:28][CH:29]=[CH:30][CH:31]=3)=[CH:21][CH:20]=1)[C:5](=[O:18])[N:6]2[C:11]1[CH:12]=[C:13]([NH:17][C:36](=[O:37])/[CH:35]=[CH:34]/[CH2:33][Br:32])[CH:14]=[CH:15][CH:16]=1. (6) Given the reactants [CH2:1]([O:3][C:4]([C:6]([CH2:18][CH2:19][C:20]1[CH:25]=[CH:24][CH:23]=[CH:22][CH:21]=1)([CH2:10][CH2:11][C:12]1[CH:17]=[CH:16][CH:15]=[CH:14][CH:13]=1)C(O)=O)=[O:5])[CH3:2], predict the reaction product. The product is: [CH2:18]([CH:6]([CH2:10][CH2:11][C:12]1[CH:17]=[CH:16][CH:15]=[CH:14][CH:13]=1)[C:4]([O:3][CH2:1][CH3:2])=[O:5])[CH2:19][C:20]1[CH:25]=[CH:24][CH:23]=[CH:22][CH:21]=1. (7) Given the reactants [CH3:1]C([O-])(C)C.[K+].[C:7]([CH2:9][C:10]([O:12][CH2:13][CH3:14])=[O:11])#[N:8].[Br:15][C:16]1[CH:17]=[C:18]([CH3:23])[CH:19]=[C:20](Br)[CH:21]=1.CI, predict the reaction product. The product is: [Br:15][C:16]1[CH:21]=[C:20]([C:9]([C:7]#[N:8])([CH3:1])[C:10]([O:12][CH2:13][CH3:14])=[O:11])[CH:19]=[C:18]([CH3:23])[CH:17]=1. (8) Given the reactants [F:1][C:2]([F:23])([F:22])[O:3][C:4]1[CH:9]=[CH:8][C:7]2[C:10]3([CH2:20][O:21][C:6]=2[CH:5]=1)[C:18]1[C:13](=[CH:14][CH:15]=[CH:16][CH:17]=1)[NH:12][C:11]3=[O:19].Br[C:25]1[CH:33]=[CH:32][CH:31]=[C:30]2[C:26]=1C1(C3=CC4OCOC=4C=C3OC1)C(=O)[NH:29]2.Br.BrCC1C=CC=CN=1.BrCC1(C(F)(F)F)CC=CO1, predict the reaction product. The product is: [N:29]1[CH:25]=[CH:33][CH:32]=[CH:31][C:30]=1[CH2:26][N:12]1[C:13]2[C:18](=[CH:17][CH:16]=[CH:15][CH:14]=2)[C:10]2([C:7]3[CH:8]=[CH:9][C:4]([O:3][C:2]([F:1])([F:22])[F:23])=[CH:5][C:6]=3[O:21][CH2:20]2)[C:11]1=[O:19]. (9) The product is: [C:30]([O:29][C:27]([N:13]([C@@H:10]1[CH2:11][CH2:12][N:8]([CH2:7][CH:1]2[CH2:2][CH2:3][CH2:4][CH2:5][CH2:6]2)[CH2:9]1)[C:14]1[N:19]=[CH:18][C:17](/[CH:20]=[CH:21]/[C:22]([O:24][CH2:25][CH3:26])=[O:23])=[CH:16][N:15]=1)=[O:28])([CH3:33])([CH3:32])[CH3:31]. Given the reactants [CH:1]1([CH2:7][N:8]2[CH2:12][CH2:11][C@@H:10]([NH:13][C:14]3[N:19]=[CH:18][C:17](/[CH:20]=[CH:21]/[C:22]([O:24][CH2:25][CH3:26])=[O:23])=[CH:16][N:15]=3)[CH2:9]2)[CH2:6][CH2:5][CH2:4][CH2:3][CH2:2]1.[C:27](O[C:27]([O:29][C:30]([CH3:33])([CH3:32])[CH3:31])=[O:28])([O:29][C:30]([CH3:33])([CH3:32])[CH3:31])=[O:28], predict the reaction product.